From a dataset of NCI-60 drug combinations with 297,098 pairs across 59 cell lines. Regression. Given two drug SMILES strings and cell line genomic features, predict the synergy score measuring deviation from expected non-interaction effect. Drug 1: CN1CCC(CC1)COC2=C(C=C3C(=C2)N=CN=C3NC4=C(C=C(C=C4)Br)F)OC. Drug 2: B(C(CC(C)C)NC(=O)C(CC1=CC=CC=C1)NC(=O)C2=NC=CN=C2)(O)O. Cell line: NCI-H522. Synergy scores: CSS=26.5, Synergy_ZIP=-6.37, Synergy_Bliss=4.99, Synergy_Loewe=7.39, Synergy_HSA=5.96.